Dataset: Forward reaction prediction with 1.9M reactions from USPTO patents (1976-2016). Task: Predict the product of the given reaction. (1) Given the reactants [C:1]([O:5][C:6](=[O:21])[NH:7][C:8]1[CH:13]=[CH:12][C:11]([C:14]([F:17])([F:16])[F:15])=[CH:10][C:9]=1[N+:18]([O-])=O)([CH3:4])([CH3:3])[CH3:2], predict the reaction product. The product is: [C:1]([O:5][C:6](=[O:21])[NH:7][C:8]1[CH:13]=[CH:12][C:11]([C:14]([F:17])([F:16])[F:15])=[CH:10][C:9]=1[NH2:18])([CH3:4])([CH3:2])[CH3:3]. (2) The product is: [N:1]1([CH2:10][C:11]2[CH:20]=[CH:19][C:14]([C:15]([OH:17])=[O:16])=[CH:13][CH:12]=2)[C:9]2[C:4](=[CH:5][CH:6]=[CH:7][CH:8]=2)[CH:3]=[CH:2]1. Given the reactants [N:1]1([CH2:10][C:11]2[CH:20]=[CH:19][C:14]([C:15]([O:17]C)=[O:16])=[CH:13][CH:12]=2)[C:9]2[C:4](=[CH:5][CH:6]=[CH:7][CH:8]=2)[CH:3]=[CH:2]1.[OH-].[Na+], predict the reaction product. (3) Given the reactants Cl[C:2]1[N:7]=[C:6]([Cl:8])[N:5]=[CH:4][N:3]=1.[NH2:9][C:10]1[CH:11]=[C:12]([CH2:16][S:17]([NH2:20])(=[O:19])=[O:18])[CH:13]=[CH:14][CH:15]=1.O.C([O-])(O)=O.[Na+], predict the reaction product. The product is: [Cl:8][C:6]1[N:5]=[CH:4][N:3]=[C:2]([NH:9][C:10]2[CH:11]=[C:12]([CH2:16][S:17]([NH2:20])(=[O:18])=[O:19])[CH:13]=[CH:14][CH:15]=2)[N:7]=1. (4) Given the reactants Cl[C:2]1[C:7]([N+:8]([O-:10])=[O:9])=[CH:6][C:5]([N+:11]([O-:13])=[O:12])=[CH:4][C:3]=1[C:14]([F:17])([F:16])[F:15].[N:18]1([CH:23]2[CH2:28][CH2:27][NH:26][CH2:25][CH2:24]2)[CH2:22][CH2:21][CH2:20][CH2:19]1.C(N(CC)CC)C.O, predict the reaction product. The product is: [N:18]1([CH:23]2[CH2:28][CH2:27][N:26]([C:2]3[C:3]([C:14]([F:17])([F:16])[F:15])=[CH:4][C:5]([N+:11]([O-:13])=[O:12])=[CH:6][C:7]=3[N+:8]([O-:10])=[O:9])[CH2:25][CH2:24]2)[CH2:22][CH2:21][CH2:20][CH2:19]1. (5) Given the reactants O([C:4]([O:12]CC)=[CH:5][C:6]1[CH:11]=[CH:10][CH:9]=[CH:8][CH:7]=1)CC.[CH:15](O)=O, predict the reaction product. The product is: [CH:4](=[O:12])[C:5]([C:6]1[CH:7]=[CH:8][CH:9]=[CH:10][CH:11]=1)=[CH2:15]. (6) Given the reactants [CH3:1][C:2]1[CH:7]=[CH:6][C:5]([S:8][C:9]2[CH:14]=[CH:13][C:12]([OH:15])=[CH:11][CH:10]=2)=[C:4]([N+:16]([O-])=O)[CH:3]=1.Cl[Sn]Cl, predict the reaction product. The product is: [NH2:16][C:4]1[CH:3]=[C:2]([CH3:1])[CH:7]=[CH:6][C:5]=1[S:8][C:9]1[CH:14]=[CH:13][C:12]([OH:15])=[CH:11][CH:10]=1. (7) Given the reactants [C:1]([O:5][C:6]([NH:8][C@@H:9]([CH2:13][C:14]([O:16][CH3:17])=[O:15])[C:10](O)=[O:11])=[O:7])([CH3:4])([CH3:3])[CH3:2].CN1CCOCC1.ClC(OCC)=O.[BH4-].[Na+].C([O-])(O)=O.[Na+], predict the reaction product. The product is: [C:1]([O:5][C:6]([NH:8][C@H:9]([CH2:10][OH:11])[CH2:13][C:14]([O:16][CH3:17])=[O:15])=[O:7])([CH3:3])([CH3:2])[CH3:4].